This data is from Kir2.1 potassium channel HTS with 301,493 compounds. The task is: Binary Classification. Given a drug SMILES string, predict its activity (active/inactive) in a high-throughput screening assay against a specified biological target. (1) The drug is O=c1n(c(NCCc2ccccc2)cc(=O)n1C)C. The result is 0 (inactive). (2) The drug is O1C2(OCC1)CCN(CC2)C(=O)c1c(noc1C)c1ccccc1. The result is 0 (inactive). (3) The compound is O(C(=O)c1c(n(CCN2CCCCC2)c2nc3c(nc12)cccc3)N)CC. The result is 0 (inactive). (4) The molecule is Clc1c(ccc(NC(=O)CSc2oc(nn2)CNC(=O)c2c(F)cccc2)c1)C. The result is 0 (inactive).